This data is from Peptide-MHC class II binding affinity with 134,281 pairs from IEDB. The task is: Regression. Given a peptide amino acid sequence and an MHC pseudo amino acid sequence, predict their binding affinity value. This is MHC class II binding data. (1) The peptide sequence is TLEVHAVKPAAEEVK. The binding affinity (normalized) is 0.367. The MHC is DRB1_1501 with pseudo-sequence DRB1_1501. (2) The peptide sequence is AAHSAAFEDLRVSSY. The MHC is H-2-IAs with pseudo-sequence H-2-IAs. The binding affinity (normalized) is 0.332. (3) The peptide sequence is TWYGKPTGAGPKDNG. The MHC is HLA-DQA10501-DQB10301 with pseudo-sequence HLA-DQA10501-DQB10301. The binding affinity (normalized) is 0.575.